From a dataset of TCR-epitope binding with 47,182 pairs between 192 epitopes and 23,139 TCRs. Binary Classification. Given a T-cell receptor sequence (or CDR3 region) and an epitope sequence, predict whether binding occurs between them. (1) The epitope is VLWAHGFEL. The TCR CDR3 sequence is CASSLAGGGGTDTQYF. Result: 1 (the TCR binds to the epitope). (2) The epitope is GLNKIVRMY. The TCR CDR3 sequence is CASSTGLENYEQYF. Result: 0 (the TCR does not bind to the epitope). (3) The epitope is NLVPMVATV. The TCR CDR3 sequence is CASSLTSGSSYNEQFF. Result: 1 (the TCR binds to the epitope). (4) The epitope is LLFNKVTLA. The TCR CDR3 sequence is CANYGRRMGGSQHF. Result: 0 (the TCR does not bind to the epitope).